Predict the reactants needed to synthesize the given product. From a dataset of Full USPTO retrosynthesis dataset with 1.9M reactions from patents (1976-2016). (1) Given the product [Cl:1][C:2]1[CH:3]=[C:4]([C:21]#[C:20][C:22]2[CH:27]=[CH:26][CH:25]=[CH:24][CH:23]=2)[CH:5]=[C:6]([F:8])[CH:7]=1, predict the reactants needed to synthesize it. The reactants are: [Cl:1][C:2]1[CH:3]=[C:4](OS(C2C=CC(C)=CC=2)(=O)=O)[CH:5]=[C:6]([F:8])[CH:7]=1.[C:20]([C:22]1[CH:27]=[CH:26][CH:25]=[CH:24][CH:23]=1)#[CH:21]. (2) The reactants are: [Cl:1][C:2]1[CH:8]=[CH:7][C:6]([S:9]([CH3:12])(=[O:11])=[O:10])=[CH:5][C:3]=1N.N([O-])=O.[Na+].[BrH:17]. Given the product [Br:17][C:3]1[CH:5]=[C:6]([S:9]([CH3:12])(=[O:11])=[O:10])[CH:7]=[CH:8][C:2]=1[Cl:1], predict the reactants needed to synthesize it. (3) Given the product [O:37]1[CH2:39][CH:38]1[CH2:40][O:19][C:18]([C:15]1([C:12]2[CH:13]=[CH:14][C:9]([C:4]3[CH:5]=[CH:6][C:7]([Cl:8])=[C:2]([Cl:1])[CH:3]=3)=[C:10]([F:21])[CH:11]=2)[CH2:17][CH2:16]1)=[O:20], predict the reactants needed to synthesize it. The reactants are: [Cl:1][C:2]1[CH:3]=[C:4]([C:9]2[CH:14]=[CH:13][C:12]([C:15]3([C:18]([OH:20])=[O:19])[CH2:17][CH2:16]3)=[CH:11][C:10]=2[F:21])[CH:5]=[CH:6][C:7]=1[Cl:8].C1(N=C=NC2CCCCC2)CCCCC1.[O:37]1[CH2:39][CH:38]1[CH2:40]O. (4) The reactants are: [F:1][C:2]([F:7])([F:6])[C:3]([OH:5])=[O:4].[CH:8]1([N:11]2[C:15]3[C:16]([O:32][C@@H:33]([C@H:35]4[CH2:39][NH:38][C:37](=[O:40])[CH2:36]4)[CH3:34])=[N:17][C:18]([C:20]4[CH:25]=[CH:24][C:23]([N:26]5[CH2:31][CH2:30][NH:29][CH2:28][CH2:27]5)=[CH:22][CH:21]=4)=[CH:19][C:14]=3[N:13]=[CH:12]2)[CH2:10][CH2:9]1.C(N(CC)CC)C.FC(F)(F)S(OCC(F)F)(=O)=O. Given the product [CH:8]1([N:11]2[C:15]3[C:16]([O:32][C@@H:33]([C@H:35]4[CH2:39][NH:38][C:37](=[O:40])[CH2:36]4)[CH3:34])=[N:17][C:18]([C:20]4[CH:25]=[CH:24][C:23]([N:26]5[CH2:31][CH2:30][N:29]([CH2:3][CH:2]([F:7])[F:1])[CH2:28][CH2:27]5)=[CH:22][CH:21]=4)=[CH:19][C:14]=3[N:13]=[CH:12]2)[CH2:9][CH2:10]1.[F:1][C:2]([F:7])([F:6])[C:3]([OH:5])=[O:4], predict the reactants needed to synthesize it. (5) Given the product [CH3:1][C:2]1([C:5]([N:24]2[CH2:23][C@@H:22]3[CH2:26][C@H:25]2[C:20](=[O:19])[O:21]3)=[O:7])[CH2:4][CH2:3]1, predict the reactants needed to synthesize it. The reactants are: [CH3:1][C:2]1([C:5]([OH:7])=O)[CH2:4][CH2:3]1.C(Cl)(=O)C(Cl)=O.CS([O-])(=O)=O.[O:19]=[C:20]1[C@@H:25]2[CH2:26][C@@H:22]([CH2:23][NH2+:24]2)[O:21]1.C(N(CC)CC)C.C(O)(=O)CC(CC(O)=O)(C(O)=O)O.